From a dataset of Forward reaction prediction with 1.9M reactions from USPTO patents (1976-2016). Predict the product of the given reaction. (1) Given the reactants [Cl:1][C:2]1[N:3]=[C:4]([C@H:17]2[N:25]3[C:20](=[CH:21][C:22]([C:27]4[CH:32]=[C:31]([Cl:33])[CH:30]=[CH:29][C:28]=4[N:34]4[CH:38]=[N:37][N:36]=[N:35]4)=[CH:23][C:24]3=[O:26])[CH2:19][CH2:18]2)[NH:5][C:6]=1[C:7]1[CH:8]=[C:9]([CH2:13][C:14](O)=[O:15])[CH:10]=[CH:11][CH:12]=1.Cl.[CH3:40][NH2:41], predict the reaction product. The product is: [Cl:1][C:2]1[N:3]=[C:4]([C@H:17]2[N:25]3[C:20](=[CH:21][C:22]([C:27]4[CH:32]=[C:31]([Cl:33])[CH:30]=[CH:29][C:28]=4[N:34]4[CH:38]=[N:37][N:36]=[N:35]4)=[CH:23][C:24]3=[O:26])[CH2:19][CH2:18]2)[NH:5][C:6]=1[C:7]1[CH:8]=[C:9]([CH2:13][C:14]([NH:41][CH3:40])=[O:15])[CH:10]=[CH:11][CH:12]=1. (2) Given the reactants [ClH:1].O1CCOCC1.OC(C(F)(F)F)=O.[OH:15][C:16]1[CH:21]=[CH:20][C:19]([NH:22][C:23]([N:25]2[CH2:30][CH2:29][N:28](C(OC(C)(C)C)=O)[CH2:27][C@@H:26]2[CH2:38][O:39][C:40]2[CH:41]=[N:42][CH:43]=[CH:44][CH:45]=2)=[O:24])=[CH:18][CH:17]=1, predict the reaction product. The product is: [ClH:1].[ClH:1].[OH:15][C:16]1[CH:21]=[CH:20][C:19]([NH:22][C:23]([N:25]2[CH2:30][CH2:29][NH:28][CH2:27][CH:26]2[CH2:38][O:39][C:40]2[CH:41]=[N:42][CH:43]=[CH:44][CH:45]=2)=[O:24])=[CH:18][CH:17]=1.